This data is from KCNQ2 potassium channel screen with 302,405 compounds. The task is: Binary Classification. Given a drug SMILES string, predict its activity (active/inactive) in a high-throughput screening assay against a specified biological target. (1) The drug is s1c(NC(=O)CN2CCN(CC2)C)c(cc1CC)C(=O)c1ccc(OC)cc1. The result is 0 (inactive). (2) The compound is S(=O)(=O)(c1ccc(OC)cc1)/C(=C\Nc1cc(F)ccc1)C#N. The result is 0 (inactive). (3) The drug is O=C1N(CCN1)Cc1ccccc1. The result is 0 (inactive). (4) The compound is O=C1N(CC(C1)C(=O)Nc1cc2oc(=O)cc(c2cc1)C)Cc1ccc(cc1)C. The result is 0 (inactive). (5) The molecule is O=C(NCCCN1CCC(CC1)C)c1ccc(Cn2c(=O)c3c([nH]c2=O)cc(OCC)c(OCC)c3)cc1. The result is 0 (inactive). (6) The drug is S(=O)(=O)(Cc1ccccc1)CC(=O)Nc1sc(nn1)CCOCC. The result is 0 (inactive).